This data is from Full USPTO retrosynthesis dataset with 1.9M reactions from patents (1976-2016). The task is: Predict the reactants needed to synthesize the given product. (1) Given the product [CH3:1][C:2]1[CH:3]=[C:4]([O:15][C:16]2[C:25]3[C:20](=[CH:21][C:22]([O:28][CH2:36][CH2:37][CH2:38][OH:39])=[C:23]([O:26][CH3:27])[CH:24]=3)[N:19]=[CH:18][CH:17]=2)[C:5]([C:9]2[CH:14]=[CH:13][CH:12]=[CH:11][N:10]=2)=[N:6][C:7]=1[CH3:8], predict the reactants needed to synthesize it. The reactants are: [CH3:1][C:2]1[CH:3]=[C:4]([O:15][C:16]2[C:25]3[C:20](=[CH:21][C:22]([OH:28])=[C:23]([O:26][CH3:27])[CH:24]=3)[N:19]=[CH:18][CH:17]=2)[C:5]([C:9]2[CH:14]=[CH:13][CH:12]=[CH:11][N:10]=2)=[N:6][C:7]=1[CH3:8].C(=O)([O-])[O-].[K+].[K+].Br[CH2:36][CH2:37][CH2:38][OH:39]. (2) Given the product [Cl:16][C:17]1[C:22]([CH2:26][OH:27])=[N:21][CH:20]=[CH:19][N:18]=1, predict the reactants needed to synthesize it. The reactants are: CC1(C)CCCC(C)(C)N1.[Li]CCCC.[Cl:16][C:17]1[CH:22]=[N:21][CH:20]=[CH:19][N:18]=1.CN([CH:26]=[O:27])C.[BH4-].[Na+]. (3) Given the product [Cl:19][C:20]1[CH:25]=[CH:24][N:23]=[C:22]([C:37]#[C:36][CH2:35][O:34][C:31]2[C:30]([O:38][CH3:39])=[CH:29][C:28]([Cl:27])=[CH:33][N:32]=2)[CH:21]=1, predict the reactants needed to synthesize it. The reactants are: [F-].C([N+](CCCC)(CCCC)CCCC)CCC.[Cl:19][C:20]1[CH:25]=[CH:24][N:23]=[C:22](I)[CH:21]=1.[Cl:27][C:28]1[CH:29]=[C:30]([O:38][CH3:39])[C:31]([O:34][CH2:35][C:36]#[CH:37])=[N:32][CH:33]=1. (4) Given the product [CH2:30]([O:42][C:43]1[CH:44]=[CH:45][C:46]([C:47]([O:49][C:50]2[CH:55]=[CH:54][C:53]([C:56]([OH:12])=[O:57])=[CH:52][CH:51]=2)=[O:48])=[CH:58][CH:59]=1)[CH2:31][CH2:32][CH2:33][CH2:34][CH2:35][CH2:36][CH2:37][CH2:38][CH2:39][CH2:40][CH3:41], predict the reactants needed to synthesize it. The reactants are: BrCCCCCCCCCC[O:12]C1C=CC(C(O)=O)=CC=1.C1(C=CC=C(O)C=1)O.[CH2:30]([O:42][C:43]1[CH:59]=[CH:58][C:46]([C:47]([O:49][C:50]2[CH:55]=[CH:54][C:53]([CH:56]=[O:57])=[CH:52][CH:51]=2)=[O:48])=[CH:45][CH:44]=1)[CH2:31][CH2:32][CH2:33][CH2:34][CH2:35][CH2:36][CH2:37][CH2:38][CH2:39][CH2:40][CH3:41].[O-]Cl=O.[Na+]. (5) Given the product [CH2:12]([O:11][CH:5]([O:4][CH2:2][CH3:3])[C:6](=[O:8])[CH2:15][C:14]([O:17][CH2:18][CH3:19])=[O:16])[CH3:13], predict the reactants needed to synthesize it. The reactants are: [Na].[CH2:2]([O:4][CH:5]([O:11][CH2:12][CH3:13])[C:6]([O:8]CC)=O)[CH3:3].[C:14]([O:17][CH2:18][CH3:19])(=[O:16])[CH3:15].Cl. (6) The reactants are: C(OC(=O)[NH:7][CH:8](C)[C:9]([N:11]1[CH2:15][CH2:14][CH2:13][CH:12]1[C:16](=[O:41])[NH:17][CH:18]([CH:30]1[CH:37]2[CH2:38][CH:33]3[CH2:34][C:35]([OH:40])([CH2:39][CH:31]1[CH2:32]3)[CH2:36]2)[C:19]([N:21]1[CH2:26][CH:25]2[CH:23]([CH2:24]2)[CH:22]1[C:27](=O)[NH2:28])=[O:20])=[O:10])(C)(C)C.N1C=C[CH:47]=[CH:46][CH:45]=1.[F:50][C:51]([F:62])([F:61])[C:52]([O:54]C(=O)C(F)(F)F)=[O:53]. Given the product [F:50][C:51]([F:62])([F:61])[C:52]([OH:54])=[O:53].[C:27]([CH:22]1[N:21]([C:19](=[O:20])[CH:18]([NH:17][C:16]([CH:12]2[CH2:13][CH2:14][CH2:15][N:11]2[C:9](=[O:10])[CH:8]([NH2:7])[CH:46]([CH3:47])[CH3:45])=[O:41])[CH:30]2[CH:31]3[CH2:32][CH:33]4[CH2:34][C:35]([OH:40])([CH2:36][CH:37]2[CH2:38]4)[CH2:39]3)[CH2:26][CH:25]2[CH:23]1[CH2:24]2)#[N:28], predict the reactants needed to synthesize it. (7) Given the product [CH:1]1([CH2:7][CH2:8][CH2:9][O:10][C:11]2[CH:12]=[CH:13][C:14]([CH2:17][CH2:18][CH2:19][O:20][C:21]3[CH:26]=[CH:25][C:24]([C:27]([O:29][CH2:30][CH3:31])=[O:28])=[CH:23][C:22]=3[CH2:57][C:56]([NH:38][CH:42]3[CH2:43][CH2:44][CH2:45][CH:46]([C:27]([O:29][CH3:30])=[O:28])[CH2:41]3)=[O:36])=[CH:15][CH:16]=2)[CH2:2][CH2:3][CH2:4][CH2:5][CH2:6]1, predict the reactants needed to synthesize it. The reactants are: [CH:1]1([CH2:7][CH2:8][CH2:9][O:10][C:11]2[CH:16]=[CH:15][C:14]([CH2:17][CH2:18][CH2:19][O:20][C:21]3[CH:26]=[CH:25][C:24]([C:27]([O:29][CH2:30][CH3:31])=[O:28])=[CH:23][C:22]=3CC(O)=O)=[CH:13][CH:12]=2)[CH2:6][CH2:5][CH2:4][CH2:3][CH2:2]1.[OH2:36].O[N:38]1[C:42]2[CH:43]=[CH:44][CH:45]=[CH:46][C:41]=2N=N1.Cl.CN(C)CCCN=C=N[CH2:56][CH3:57].C(N(CC)CC)C.